Dataset: Reaction yield outcomes from USPTO patents with 853,638 reactions. Task: Predict the reaction yield, written as a fraction of the theoretical maximum amount of product (1.0 means a 100% yield; for example, 0.34 means a 34% yield). (1) The reactants are Br[C:2]1[N:10]2[C:5]([CH:6]=[N:7][C:8]([NH:11][C:12]3[CH:17]=[CH:16][C:15]([N:18]4[CH2:23][CH2:22][CH:21]([N:24]5[CH2:29][CH2:28][N:27]([CH3:30])[CH2:26][CH2:25]5)[CH2:20][CH2:19]4)=[CH:14][C:13]=3[O:31][CH3:32])=[N:9]2)=[CH:4][CH:3]=1.[CH3:33][O:34][CH2:35][C:36]1[CH:41]=[CH:40][CH:39]=[CH:38][C:37]=1B(O)O. No catalyst specified. The product is [CH3:33][O:34][CH2:35][C:36]1[CH:41]=[CH:40][CH:39]=[CH:38][C:37]=1[C:2]1[N:10]2[C:5]([CH:6]=[N:7][C:8]([NH:11][C:12]3[CH:17]=[CH:16][C:15]([N:18]4[CH2:19][CH2:20][CH:21]([N:24]5[CH2:25][CH2:26][N:27]([CH3:30])[CH2:28][CH2:29]5)[CH2:22][CH2:23]4)=[CH:14][C:13]=3[O:31][CH3:32])=[N:9]2)=[CH:4][CH:3]=1. The yield is 0.510. (2) The reactants are [Cl:1][C:2]1[CH:11]=[C:10](N)[C:9]2[C:4](=[CH:5][CH:6]=[C:7]([O:13][CH3:14])[CH:8]=2)[N:3]=1.N([O-])=O.[Na+].C1C=CN=CC=1.[FH:25]. No catalyst specified. The product is [Cl:1][C:2]1[CH:11]=[C:10]([F:25])[C:9]2[C:4](=[CH:5][CH:6]=[C:7]([O:13][CH3:14])[CH:8]=2)[N:3]=1. The yield is 0.400.